Predict which catalyst facilitates the given reaction. From a dataset of Catalyst prediction with 721,799 reactions and 888 catalyst types from USPTO. (1) Reactant: [Br:1][C:2]1[CH:3]=[C:4]([C:13]2([OH:35])[CH2:17][C:16]([C:22]3[CH:27]=[C:26]([Cl:28])[CH:25]=[C:24]([Cl:29])[CH:23]=3)([C:18]([F:21])([F:20])[F:19])[S:15][CH:14]2[C:30]([O:32]CC)=[O:31])[CH:5]=[CH:6][C:7]=1[S:8][C:9]([CH3:12])([CH3:11])[CH3:10].[OH-].[Li+]. Product: [Br:1][C:2]1[CH:3]=[C:4]([C:13]2([OH:35])[CH2:17][C:16]([C:22]3[CH:23]=[C:24]([Cl:29])[CH:25]=[C:26]([Cl:28])[CH:27]=3)([C:18]([F:20])([F:19])[F:21])[S:15][CH:14]2[C:30]([OH:32])=[O:31])[CH:5]=[CH:6][C:7]=1[S:8][C:9]([CH3:11])([CH3:10])[CH3:12]. The catalyst class is: 30. (2) Reactant: C([C@@H]1COC(=O)N1[C:14](=[O:40])[C@H:15]([CH2:32][C:33]1[CH:38]=[CH:37][C:36]([CH3:39])=[CH:35][CH:34]=1)[C@@H:16]([O:27][CH2:28][C:29]([CH3:31])=[CH2:30])[C@@H:17]([O:19][CH2:20][C:21]1[CH:26]=[CH:25][CH:24]=[CH:23][CH:22]=1)[CH3:18])C1C=CC=CC=1.[BH4-].[Li+]. Product: [CH2:20]([O:19][C@@H:17]([CH3:18])[C@H:16]([O:27][CH2:28][C:29]([CH3:31])=[CH2:30])[C@@H:15]([CH2:32][C:33]1[CH:34]=[CH:35][C:36]([CH3:39])=[CH:37][CH:38]=1)[CH2:14][OH:40])[C:21]1[CH:22]=[CH:23][CH:24]=[CH:25][CH:26]=1. The catalyst class is: 1.